The task is: Predict the product of the given reaction.. This data is from Forward reaction prediction with 1.9M reactions from USPTO patents (1976-2016). (1) The product is: [F:1][C:2]1[CH:7]=[C:6]([N:8]2[CH:13]=[CH:12][CH:11]=[CH:10][C:9]2=[O:14])[CH:5]=[CH:4][C:3]=1[NH:15][C:16]([C@@H:18]1[CH2:22][C@H:21]([NH:23][C:24]([C:26]2[S:27][C:28]([Cl:31])=[CH:29][CH:30]=2)=[O:25])[C:20](=[O:32])[CH2:19]1)=[O:17]. Given the reactants [F:1][C:2]1[CH:7]=[C:6]([N:8]2[CH:13]=[CH:12][CH:11]=[CH:10][C:9]2=[O:14])[CH:5]=[CH:4][C:3]=1[NH:15][C:16]([C@@H:18]1[CH2:22][C@H:21]([NH:23][C:24]([C:26]2[S:27][C:28]([Cl:31])=[CH:29][CH:30]=2)=[O:25])[C@@H:20]([OH:32])[CH2:19]1)=[O:17].C(N(CC)CC)C, predict the reaction product. (2) The product is: [OH:6][C@@H:7]1[CH2:11][N:10]([C:12]([O:14][C:15]([CH3:17])([CH3:18])[CH3:16])=[O:13])[C@@H:9]([CH2:19][O:20][CH2:21][C:22]2[CH:23]=[CH:24][CH:25]=[CH:26][CH:27]=2)[CH2:8]1. Given the reactants CC([Si](C)(C)[O:6][C@@H:7]1[CH2:11][N:10]([C:12]([O:14][C:15]([CH3:18])([CH3:17])[CH3:16])=[O:13])[C@@H:9]([CH2:19][O:20][CH2:21][C:22]2[CH:27]=[CH:26][CH:25]=[CH:24][CH:23]=2)[CH2:8]1)(C)C.CCCC[N+](CCCC)(CCCC)CCCC.[F-], predict the reaction product. (3) Given the reactants [C:1]([O:5][C:6](=[O:12])[NH:7][C@H:8]([CH3:11])[CH2:9]O)([CH3:4])([CH3:3])[CH3:2].[Si:13]([O:20][C:21]1[NH:25][N:24]=[C:23]([C:26]([O:28][CH2:29][CH3:30])=[O:27])[CH:22]=1)([C:16]([CH3:19])([CH3:18])[CH3:17])([CH3:15])[CH3:14], predict the reaction product. The product is: [C:1]([O:5][C:6]([NH:7][C@H:8]([CH3:11])[CH2:9][N:24]1[C:23]([C:26]([O:28][CH2:29][CH3:30])=[O:27])=[CH:22][C:21]([O:20][Si:13]([C:16]([CH3:17])([CH3:19])[CH3:18])([CH3:15])[CH3:14])=[N:25]1)=[O:12])([CH3:4])([CH3:3])[CH3:2]. (4) Given the reactants [CH2:1]1[CH2:10][O:9][C:8]2[CH:7]=C[C:5]([NH:11][C:12]3[C:17]([F:18])=[CH:16][N:15]=[C:14](NC4C=CC=C(O)C=4)[N:13]=3)=[CH:4][C:3]=2O1.CC1OC(C)=CC=1CN.[Cl:36]C1N=C(Cl)C(F)=CN=1, predict the reaction product. The product is: [Cl:36][C:14]1[N:13]=[C:12]([NH:11][CH2:5][C:4]2[CH:3]=[C:8]([CH3:7])[O:9][C:10]=2[CH3:1])[C:17]([F:18])=[CH:16][N:15]=1. (5) Given the reactants [I:1][C:2]1[CH:7]=[CH:6][C:5]2[CH:8]3[CH2:13][CH2:12][N:11]([C:14]([O:16][C:17]([CH3:20])([CH3:19])[CH3:18])=[O:15])[CH2:10][CH:9]3[O:21][C:4]=2[CH:3]=1.O[C:23]1C=CC2C3(C)CCN(C(OC(C)(C)C)=O)CC3OC=2C=1, predict the reaction product. The product is: [I:1][C:2]1[CH:7]=[CH:6][C:5]2[C:8]3([CH3:23])[CH2:13][CH2:12][N:11]([C:14]([O:16][C:17]([CH3:18])([CH3:20])[CH3:19])=[O:15])[CH2:10][CH:9]3[O:21][C:4]=2[CH:3]=1. (6) Given the reactants [N:1]([CH:4]([O:15][CH2:16][C:17]1[CH:26]=[CH:25][C:20]([C:21]([O:23][CH3:24])=[O:22])=[CH:19][CH:18]=1)[CH2:5][CH2:6][CH2:7][NH:8]C(=O)C(F)(F)F)=[N+:2]=[N-:3].C(=O)([O-])[O-].[K+].[K+], predict the reaction product. The product is: [NH2:8][CH2:7][CH2:6][CH2:5][CH:4]([N:1]=[N+:2]=[N-:3])[O:15][CH2:16][C:17]1[CH:26]=[CH:25][C:20]([C:21]([O:23][CH3:24])=[O:22])=[CH:19][CH:18]=1. (7) Given the reactants [F:1][C:2]1[CH:3]=[C:4]2[C:9](=[CH:10][C:11]=1[CH3:12])[NH:8][C:7](=[O:13])[CH2:6][CH2:5]2.[H-].[Na+].Cl[CH2:17][CH2:18][CH2:19]I.[CH2:21]([O:24][CH:25]1[CH2:30][CH2:29][NH:28][CH2:27][CH2:26]1)[CH2:22][CH3:23].[Na+].[I-].C([O-])([O-])=O.[K+].[K+], predict the reaction product. The product is: [F:1][C:2]1[CH:3]=[C:4]2[C:9](=[CH:10][C:11]=1[CH3:12])[N:8]([CH2:17][CH2:18][CH2:19][N:28]1[CH2:29][CH2:30][CH:25]([O:24][CH2:21][CH2:22][CH3:23])[CH2:26][CH2:27]1)[C:7](=[O:13])[CH2:6][CH2:5]2. (8) Given the reactants C[O:2][C:3]([C:5]1[S:6][C:7]([C:27]2[CH2:32][CH2:31][CH:30]([O:33][C:34]3[CH:39]=[CH:38][CH:37]=[CH:36][CH:35]=3)[CH2:29][CH:28]=2)=[CH:8][C:9]=1[N:10]([C@H:20]1[CH2:25][CH2:24][C@H:23]([OH:26])[CH2:22][CH2:21]1)[C:11]([C@H:13]1[CH2:18][CH2:17][C@H:16]([CH3:19])[CH2:15][CH2:14]1)=[O:12])=[O:4].[Li+].[OH-].O, predict the reaction product. The product is: [OH:26][C@H:23]1[CH2:24][CH2:25][C@H:20]([N:10]([C:11]([C@H:13]2[CH2:14][CH2:15][C@H:16]([CH3:19])[CH2:17][CH2:18]2)=[O:12])[C:9]2[CH:8]=[C:7]([C:27]3[CH2:32][CH2:31][CH:30]([O:33][C:34]4[CH:39]=[CH:38][CH:37]=[CH:36][CH:35]=4)[CH2:29][CH:28]=3)[S:6][C:5]=2[C:3]([OH:4])=[O:2])[CH2:21][CH2:22]1.